Dataset: Reaction yield outcomes from USPTO patents with 853,638 reactions. Task: Predict the reaction yield, written as a fraction of the theoretical maximum amount of product (1.0 means a 100% yield; for example, 0.34 means a 34% yield). (1) The catalyst is CN(C=O)C.[Cu]. The product is [Cl:1][C:2]1[N:7]=[CH:6][C:5]([O:8][C:10]2[CH:17]=[CH:16][CH:15]=[CH:14][C:11]=2[CH:12]=[O:13])=[CH:4][CH:3]=1. The yield is 0.930. The reactants are [Cl:1][C:2]1[N:7]=[CH:6][C:5]([OH:8])=[CH:4][CH:3]=1.F[C:10]1[CH:17]=[CH:16][CH:15]=[CH:14][C:11]=1[CH:12]=[O:13].C(=O)([O-])[O-].[K+].[K+]. (2) The reactants are Cl[C:2]1[N:7]=[C:6]([N:8]2[CH:13]([CH3:14])[CH2:12][O:11][CH2:10][CH:9]2[CH3:15])[N:5]=[C:4]([C:16]2[CH:21]=[CH:20][C:19]([NH:22][C:23]([NH:25][CH3:26])=[O:24])=[CH:18][CH:17]=2)[N:3]=1.CC1(C)C(C)(C)OB([C:35]2[CH:41]=[CH:40][C:38]([NH2:39])=[CH:37][CH:36]=2)O1. No catalyst specified. The product is [NH2:39][C:38]1[CH:40]=[CH:41][C:35]([C:2]2[N:7]=[C:6]([N:8]3[CH:13]([CH3:14])[CH2:12][O:11][CH2:10][CH:9]3[CH3:15])[N:5]=[C:4]([C:16]3[CH:21]=[CH:20][C:19]([NH:22][C:23]([NH:25][CH3:26])=[O:24])=[CH:18][CH:17]=3)[N:3]=2)=[CH:36][CH:37]=1. The yield is 0.860. (3) The reactants are Br[C:2]1[CH:3]=[CH:4][C:5]2[N:6]([N:8]=[C:9]([C:11]3[CH:12]=[N:13][CH:14]=[CH:15][CH:16]=3)[N:10]=2)[CH:7]=1.[C:17](=[O:24])([O:19][C:20]([CH3:23])([CH3:22])[CH3:21])[NH2:18].C(=O)([O-])[O-].[Cs+].[Cs+].C1(P(C2C=CC=CC=2)C2C3OC4C(=CC=CC=4P(C4C=CC=CC=4)C4C=CC=CC=4)C(C)(C)C=3C=CC=2)C=CC=CC=1. The catalyst is O1CCOCC1.C1C=CC(/C=C/C(/C=C/C2C=CC=CC=2)=O)=CC=1.C1C=CC(/C=C/C(/C=C/C2C=CC=CC=2)=O)=CC=1.C1C=CC(/C=C/C(/C=C/C2C=CC=CC=2)=O)=CC=1.[Pd].[Pd]. The product is [C:20]([O:19][C:17](=[O:24])[NH:18][C:2]1[CH:3]=[CH:4][C:5]2[N:6]([N:8]=[C:9]([C:11]3[CH:12]=[N:13][CH:14]=[CH:15][CH:16]=3)[N:10]=2)[CH:7]=1)([CH3:23])([CH3:22])[CH3:21]. The yield is 0.725. (4) The reactants are [NH2:1][C:2]1[C:10]([Cl:11])=[CH:9][CH:8]=[CH:7][C:3]=1[C:4]([OH:6])=O.O=S(Cl)Cl.[Cl:16][C:17]1[CH:23]=[CH:22][CH:21]=[CH:20][C:18]=1[NH2:19].C(Cl)(Cl)Cl. The catalyst is C1C=CC=CC=1. The product is [NH2:1][C:2]1[C:10]([Cl:11])=[CH:9][CH:8]=[CH:7][C:3]=1[C:4]([NH:19][C:18]1[CH:20]=[CH:21][CH:22]=[CH:23][C:17]=1[Cl:16])=[O:6]. The yield is 0.780. (5) The reactants are [CH3:1][C:2]1[C:3]([C:11]2[S:15][C:14]([C:16]([OH:18])=O)=[CH:13][CH:12]=2)=[N:4][O:5][C:6]=1[C:7]([F:10])([F:9])[F:8].NC1C=CN=CC=1Cl.C1COCC1.[N:32]12[CH2:40][CH2:39][CH2:38][C@H:37]1[CH2:36][NH:35][CH2:34][CH2:33]2. The catalyst is C(N(CC)CC)C. The product is [CH2:36]1[N:35]([C:16]([C:14]2[S:15][C:11]([C:3]3[C:2]([CH3:1])=[C:6]([C:7]([F:8])([F:9])[F:10])[O:5][N:4]=3)=[CH:12][CH:13]=2)=[O:18])[CH2:34][CH2:33][N:32]2[CH2:40][CH2:39][CH2:38][C@@H:37]12. The yield is 0.850. (6) The yield is 0.680. No catalyst specified. The product is [Cl:1][C:2]1[CH:3]=[C:4]([CH:8]=[C:9]([O:12][CH:13]([CH3:15])[CH3:14])[C:10]=1[Cl:11])[C:5]([NH:25][C:26]1[CH:35]=[CH:34][C:29]([C:30]([O:32][CH3:33])=[O:31])=[C:28]([CH3:36])[CH:27]=1)=[O:7]. The reactants are [Cl:1][C:2]1[CH:3]=[C:4]([CH:8]=[C:9]([O:12][CH:13]([CH3:15])[CH3:14])[C:10]=1[Cl:11])[C:5]([OH:7])=O.CCN(C(C)C)C(C)C.[NH2:25][C:26]1[CH:35]=[CH:34][C:29]([C:30]([O:32][CH3:33])=[O:31])=[C:28]([CH3:36])[CH:27]=1.